The task is: Predict the product of the given reaction.. This data is from Forward reaction prediction with 1.9M reactions from USPTO patents (1976-2016). (1) Given the reactants Br[C:2]1[N:7]=[CH:6][C:5]([NH:8][C:9](=[O:23])[CH2:10][CH:11]2[CH2:16][CH2:15][N:14]([S:17]([CH2:20][CH2:21][CH3:22])(=[O:19])=[O:18])[CH2:13][CH2:12]2)=[CH:4][CH:3]=1.[F:24][C:25]1[CH:26]=[C:27](B(O)O)[CH:28]=[C:29]([F:31])[CH:30]=1, predict the reaction product. The product is: [F:24][C:25]1[CH:26]=[C:27]([C:2]2[N:7]=[CH:6][C:5]([NH:8][C:9](=[O:23])[CH2:10][CH:11]3[CH2:16][CH2:15][N:14]([S:17]([CH2:20][CH2:21][CH3:22])(=[O:19])=[O:18])[CH2:13][CH2:12]3)=[CH:4][CH:3]=2)[CH:28]=[C:29]([F:31])[CH:30]=1. (2) Given the reactants C([O:8][C:9]1[CH:10]=[C:11]([CH:76]=[CH:77][C:78]=1[N+:79]([O-])=O)[O:12][C:13]1[CH:18]=[CH:17][C:16]([C:19]2([C:52]3[CH:57]=[CH:56][C:55]([O:58][C:59]4[CH:64]=[CH:63][C:62]([N+:65]([O-])=O)=[C:61]([O:68]CC5C=CC=CC=5)[CH:60]=4)=[CH:54][CH:53]=3)[C:31]3[CH:30]=[C:29]([C:32]45[CH2:41][CH:36]6[CH2:37][CH:38]([CH2:40][CH:34]([CH2:35]6)[CH2:33]4)[CH2:39]5)[CH:28]=[CH:27][C:26]=3[C:25]3[C:20]2=[CH:21][C:22]([C:42]24[CH2:51][CH:46]5[CH2:47][CH:48]([CH2:50][CH:44]([CH2:45]5)[CH2:43]2)[CH2:49]4)=[CH:23][CH:24]=3)=[CH:15][CH:14]=1)C1C=CC=CC=1.C12(C3C=C(C45CC6CC(CC(C6)C4)C5)C(OC4C=CC([N+]([O-])=O)=C(OCC5C=CC=CC=5)C=4)=CC=3OC3C=CC([N+]([O-])=O)=C(OCC4C=CC=CC=4)C=3)CC3CC(CC(C3)C1)C2, predict the reaction product. The product is: [NH2:65][C:62]1[CH:63]=[CH:64][C:59]([O:58][C:55]2[CH:56]=[CH:57][C:52]([C:19]3([C:16]4[CH:17]=[CH:18][C:13]([O:12][C:11]5[CH:76]=[CH:77][C:78]([NH2:79])=[C:9]([OH:8])[CH:10]=5)=[CH:14][CH:15]=4)[C:20]4[CH:21]=[C:22]([C:42]56[CH2:43][CH:44]7[CH2:50][CH:48]([CH2:47][CH:46]([CH2:45]7)[CH2:51]5)[CH2:49]6)[CH:23]=[CH:24][C:25]=4[C:26]4[C:31]3=[CH:30][C:29]([C:32]35[CH2:39][CH:38]6[CH2:37][CH:36]([CH2:35][CH:34]([CH2:40]6)[CH2:33]3)[CH2:41]5)=[CH:28][CH:27]=4)=[CH:53][CH:54]=2)=[CH:60][C:61]=1[OH:68]. (3) Given the reactants [F:1][C:2]1[CH:7]=[CH:6][C:5]([C:8]2[N:9]=[C:10]3[CH:15]=[N:14][CH:13]=[CH:12][N:11]3[CH:16]=2)=[CH:4][CH:3]=1.[BH4-].[Na+], predict the reaction product. The product is: [F:1][C:2]1[CH:3]=[CH:4][C:5]([C:8]2[N:9]=[C:10]3[CH2:15][NH:14][CH2:13][CH2:12][N:11]3[CH:16]=2)=[CH:6][CH:7]=1. (4) The product is: [C:12]([NH:11][S:8]([C:6]1[CH:7]=[C:2]([B:21]2[O:22][C:23]([CH3:25])([CH3:24])[C:19]([CH3:35])([CH3:18])[O:20]2)[CH:3]=[CH:4][C:5]=1[O:16][CH3:17])(=[O:10])=[O:9])([CH3:15])([CH3:14])[CH3:13]. Given the reactants Br[C:2]1[CH:3]=[CH:4][C:5]([O:16][CH3:17])=[C:6]([S:8]([NH:11][C:12]([CH3:15])([CH3:14])[CH3:13])(=[O:10])=[O:9])[CH:7]=1.[CH3:18][C:19]1([CH3:35])[C:23]([CH3:25])([CH3:24])[O:22][B:21]([B:21]2[O:22][C:23]([CH3:25])([CH3:24])[C:19]([CH3:35])([CH3:18])[O:20]2)[O:20]1.C([O-])(=O)C.[K+].C(Cl)Cl, predict the reaction product. (5) Given the reactants [Cl:1][C:2]1[CH:3]=[C:4]([NH2:19])[CH:5]=[N:6][C:7]=1[O:8][C:9]1[CH:10]=[N:11][C:12]2[C:17]([CH:18]=1)=[CH:16][CH:15]=[CH:14][CH:13]=2.[F:20][C:21]1[CH:22]=[C:23]([S:28](Cl)(=[O:30])=[O:29])[CH:24]=[CH:25][C:26]=1[CH3:27], predict the reaction product. The product is: [Cl:1][C:2]1[CH:3]=[C:4]([NH:19][S:28]([C:23]2[CH:24]=[CH:25][C:26]([CH3:27])=[C:21]([F:20])[CH:22]=2)(=[O:29])=[O:30])[CH:5]=[N:6][C:7]=1[O:8][C:9]1[CH:10]=[N:11][C:12]2[C:17]([CH:18]=1)=[CH:16][CH:15]=[CH:14][CH:13]=2. (6) Given the reactants [Br:1][C:2]1[CH:3]=[CH:4][CH:5]=[C:6]2[C:10]=1[NH:9][CH:8]=[CH:7]2.[C:11]([O:15][C:16]([N:18]1[CH2:23][CH2:22][C:21](=O)[CH2:20][CH2:19]1)=[O:17])([CH3:14])([CH3:13])[CH3:12].N1CCCC1, predict the reaction product. The product is: [C:11]([O:15][C:16]([N:18]1[CH2:19][CH:20]=[C:21]([C:7]2[C:6]3[C:10](=[C:2]([Br:1])[CH:3]=[CH:4][CH:5]=3)[NH:9][CH:8]=2)[CH2:22][CH2:23]1)=[O:17])([CH3:14])([CH3:12])[CH3:13]. (7) Given the reactants [CH3:1][O:2][C:3]1[CH:8]=[CH:7][C:6]([C:9]2[CH:14]=[CH:13][C:12]([CH:15]=[O:16])=[CH:11][CH:10]=2)=[CH:5][CH:4]=1.[N:17]1[CH:22]=[CH:21][CH:20]=[CH:19][C:18]=1[CH2:23][CH:24]1[NH:28][C:27](=[O:29])[NH:26][C:25]1=[O:30], predict the reaction product. The product is: [OH:16][CH:15]([C:12]1[CH:13]=[CH:14][C:9]([C:6]2[CH:5]=[CH:4][C:3]([O:2][CH3:1])=[CH:8][CH:7]=2)=[CH:10][CH:11]=1)[C:24]1([CH2:23][C:18]2[CH:19]=[CH:20][CH:21]=[CH:22][N:17]=2)[NH:28][C:27](=[O:29])[NH:26][C:25]1=[O:30]. (8) Given the reactants [CH:1]1[C:6]([CH2:7][C:8]2[CH:13]=[CH:12][C:11]([N:14]3[C:19](=[O:20])[CH:18]=[CH:17][C:15]3=[O:16])=[CH:10][CH:9]=2)=[CH:5][CH:4]=[C:3]([N:21]2[C:26](=[O:27])[CH:25]=[CH:24][C:22]2=[O:23])[CH:2]=1.[NH:28]1[C:35](=[O:36])[CH2:34][C:32](=[O:33])[NH:31][C:29]1=[O:30], predict the reaction product. The product is: [NH:28]1[C:35](=[O:36])[CH2:34][C:32](=[O:33])[NH:31][C:29]1=[O:30].[CH:5]1[C:6]([CH2:7][C:8]2[CH:9]=[CH:10][C:11]([N:14]3[C:19](=[O:20])[CH:18]=[CH:17][C:15]3=[O:16])=[CH:12][CH:13]=2)=[CH:1][CH:2]=[C:3]([N:21]2[C:22](=[O:23])[CH:24]=[CH:25][C:26]2=[O:27])[CH:4]=1. (9) Given the reactants [OH:1][CH2:2][C:3]([CH3:9])([CH3:8])[C:4]([NH:6][CH3:7])=[O:5].[N+:10]([C:13]1[CH:20]=[CH:19][CH:18]=[C:17]([N+]([O-])=O)[C:14]=1[C:15]#[N:16])([O-:12])=[O:11], predict the reaction product. The product is: [C:15]([C:14]1[C:13]([N+:10]([O-:12])=[O:11])=[CH:20][CH:19]=[CH:18][C:17]=1[O:1][CH2:2][C:3]([CH3:9])([CH3:8])[C:4]([NH:6][CH3:7])=[O:5])#[N:16].